From a dataset of Peptide-MHC class I binding affinity with 185,985 pairs from IEDB/IMGT. Regression. Given a peptide amino acid sequence and an MHC pseudo amino acid sequence, predict their binding affinity value. This is MHC class I binding data. (1) The peptide sequence is RRVRRRVLV. The MHC is HLA-B53:01 with pseudo-sequence HLA-B53:01. The binding affinity (normalized) is 0.213. (2) The peptide sequence is DPVIYDSKF. The MHC is HLA-B35:01 with pseudo-sequence HLA-B35:01. The binding affinity (normalized) is 0.332. (3) The peptide sequence is EKPKFLPDL. The MHC is HLA-A02:03 with pseudo-sequence HLA-A02:03. The binding affinity (normalized) is 0.0847. (4) The peptide sequence is IRHVYHNLK. The MHC is HLA-B15:17 with pseudo-sequence HLA-B15:17. The binding affinity (normalized) is 0.0847. (5) The peptide sequence is GQVQLKKPY. The binding affinity (normalized) is 0.0847. The MHC is HLA-B46:01 with pseudo-sequence HLA-B46:01. (6) The peptide sequence is ILTRLALFF. The MHC is HLA-A25:01 with pseudo-sequence HLA-A25:01. The binding affinity (normalized) is 0.0847. (7) The peptide sequence is RRDYRRGL. The MHC is HLA-B18:01 with pseudo-sequence HLA-B18:01. The binding affinity (normalized) is 0.142.